From a dataset of Forward reaction prediction with 1.9M reactions from USPTO patents (1976-2016). Predict the product of the given reaction. (1) The product is: [CH3:14][C:15]([CH3:20])([CH3:19])[CH2:16][CH2:17][NH:18][C:3]1[CH:4]=[C:5]([CH:8]=[CH:9][C:10]=1[N+:11]([O-:13])=[O:12])[C:6]#[N:7]. Given the reactants CO[C:3]1[CH:4]=[C:5]([CH:8]=[CH:9][C:10]=1[N+:11]([O-:13])=[O:12])[C:6]#[N:7].[CH3:14][C:15]([CH3:20])([CH3:19])[CH2:16][CH2:17][NH2:18], predict the reaction product. (2) Given the reactants [CH3:1][C:2]1[CH:16]=[CH:15][C:5]([O:6][C:7]2[CH:8]=[C:9]([CH:12]=[CH:13][CH:14]=2)[CH2:10][NH2:11])=[CH:4][CH:3]=1.[NH2:17][C:18]1[N:26]=[CH:25][CH:24]=[CH:23][C:19]=1[C:20](O)=[O:21].ON1C2C=CC=CC=2N=N1.CCN=C=NCCCN(C)C, predict the reaction product. The product is: [CH3:1][C:2]1[CH:16]=[CH:15][C:5]([O:6][C:7]2[CH:8]=[C:9]([CH2:10][NH:11][C:20](=[O:21])[C:19]3[CH:23]=[CH:24][CH:25]=[N:26][C:18]=3[NH2:17])[CH:12]=[CH:13][CH:14]=2)=[CH:4][CH:3]=1.